Dataset: Forward reaction prediction with 1.9M reactions from USPTO patents (1976-2016). Task: Predict the product of the given reaction. (1) Given the reactants [CH:1]1([C:4]2[C:5]([C:30]3[CH:35]=[CH:34][CH:33]=[CH:32][CH:31]=3)=[C:6]([O:16][C:17]3[CH:22]=[CH:21][C:20](/[CH:23]=[CH:24]/[C:25]([O:27]CC)=[O:26])=[CH:19][CH:18]=3)[C:7]3[C:12]([CH:13]=2)=[CH:11][C:10]([O:14][CH3:15])=[CH:9][CH:8]=3)[CH2:3][CH2:2]1.[OH-].[Na+], predict the reaction product. The product is: [CH:1]1([C:4]2[C:5]([C:30]3[CH:31]=[CH:32][CH:33]=[CH:34][CH:35]=3)=[C:6]([O:16][C:17]3[CH:22]=[CH:21][C:20](/[CH:23]=[CH:24]/[C:25]([OH:27])=[O:26])=[CH:19][CH:18]=3)[C:7]3[C:12]([CH:13]=2)=[CH:11][C:10]([O:14][CH3:15])=[CH:9][CH:8]=3)[CH2:3][CH2:2]1. (2) Given the reactants [N:1]1([C:7]2[N:8]=[C:9]([CH2:14][C:15]([O-:17])=O)[NH:10][C:11](=[O:13])[CH:12]=2)[CH2:6][CH2:5][O:4][CH2:3][CH2:2]1.[Na+].Cl.[F:20][C:21]1[C:29]([F:30])=[CH:28][CH:27]=[C:26]2[C:22]=1[CH2:23][CH2:24][NH:25]2.Cl.CN(C)CCCN=C=NCC, predict the reaction product. The product is: [F:20][C:21]1[C:29]([F:30])=[CH:28][CH:27]=[C:26]2[C:22]=1[CH2:23][CH2:24][N:25]2[C:15](=[O:17])[CH2:14][C:9]1[NH:10][C:11](=[O:13])[CH:12]=[C:7]([N:1]2[CH2:2][CH2:3][O:4][CH2:5][CH2:6]2)[N:8]=1. (3) Given the reactants [Cl:1][C:2]1[CH:3]=[C:4]([C:8]2[CH:9]=[CH:10][C:11]3[N:18]4[CH2:19][C@H:14]([CH2:15][CH2:16][CH2:17]4)[N:13](C(OC(C)(C)C)=O)[C:12]=3[N:27]=2)[CH:5]=[N:6][CH:7]=1, predict the reaction product. The product is: [Cl:1][C:2]1[CH:3]=[C:4]([C:8]2[CH:9]=[CH:10][C:11]3[N:18]4[CH2:19][C@H:14]([CH2:15][CH2:16][CH2:17]4)[NH:13][C:12]=3[N:27]=2)[CH:5]=[N:6][CH:7]=1. (4) Given the reactants Br[CH:2]([CH2:16][CH2:17][CH2:18][CH3:19])[C:3]([C:5]1[CH:6]=[C:7]([NH:12][C:13](=[O:15])[CH3:14])[CH:8]=[CH:9][C:10]=1[OH:11])=[O:4].C(=O)(O)[O-].[Na+].[BH4-].[Na+], predict the reaction product. The product is: [CH2:16]([CH:2]1[CH:3]([OH:4])[C:5]2[CH:6]=[C:7]([NH:12][C:13](=[O:15])[CH3:14])[CH:8]=[CH:9][C:10]=2[O:11]1)[CH2:17][CH2:18][CH3:19]. (5) Given the reactants [F:1][CH:2]([F:27])[O:3][CH:4]=[C:5]([C:20]1[CH:25]=[CH:24][C:23]([CH3:26])=[CH:22][CH:21]=1)[C:6]([NH:8][CH2:9][CH2:10][C:11]1[CH:16]=[CH:15][C:14]([OH:17])=[C:13]([O:18][CH3:19])[CH:12]=1)=[O:7].CN(C)C=O.Cl[CH2:34][C:35]#[CH:36].[H-].[Na+], predict the reaction product. The product is: [F:1][CH:2]([F:27])[O:3][CH:4]=[C:5]([C:20]1[CH:25]=[CH:24][C:23]([CH3:26])=[CH:22][CH:21]=1)[C:6]([NH:8][CH2:9][CH2:10][C:11]1[CH:16]=[CH:15][C:14]([O:17][CH2:36][C:35]#[CH:34])=[C:13]([O:18][CH3:19])[CH:12]=1)=[O:7]. (6) Given the reactants [CH2:1]([C@@H:5]([C:22](=[O:29])[NH:23][CH2:24][C:25]([O:27]C)=[O:26])[NH:6][C:7](=[O:21])[CH2:8][CH2:9][CH2:10][CH2:11][CH2:12][NH:13][C:14](=[O:20])[O:15][C:16]([CH3:19])([CH3:18])[CH3:17])[CH:2]([CH3:4])[CH3:3].O[Li].O, predict the reaction product. The product is: [CH2:1]([C@@H:5]([C:22](=[O:29])[NH:23][CH2:24][C:25]([OH:27])=[O:26])[NH:6][C:7](=[O:21])[CH2:8][CH2:9][CH2:10][CH2:11][CH2:12][NH:13][C:14](=[O:20])[O:15][C:16]([CH3:19])([CH3:18])[CH3:17])[CH:2]([CH3:4])[CH3:3]. (7) Given the reactants Br.[Br:2][C:3]1[CH:4]=[C:5]2[C:9](=[CH:10][CH:11]=1)[CH2:8][CH:7]([NH2:12])[CH2:6]2.CN1CCOCC1.[CH3:20][C:21]1([CH3:34])[C@H:25]2[CH2:26][CH2:27][C@:22]1([CH2:29][S:30]([OH:33])(=[O:32])=[O:31])[C:23](=[O:28])[CH2:24]2, predict the reaction product. The product is: [CH3:20][C:21]1([CH3:34])[C@H:25]2[CH2:26][CH2:27][C@:22]1([CH2:29][S:30]([OH:33])(=[O:32])=[O:31])[C:23](=[O:28])[CH2:24]2.[Br:2][C:3]1[CH:4]=[C:5]2[C:9](=[CH:10][CH:11]=1)[CH2:8][C@H:7]([NH2:12])[CH2:6]2.